From a dataset of Catalyst prediction with 721,799 reactions and 888 catalyst types from USPTO. Predict which catalyst facilitates the given reaction. (1) Reactant: [OH:1][C:2]1[CH:3]=[C:4]([NH:9][S:10]([CH3:13])(=[O:12])=[O:11])[CH:5]=[C:6]([OH:8])[CH:7]=1.C(N(CC)CC)C.[Cl:21][C:22]1[C:27]([C:28](Cl)=[O:29])=[C:26]([Cl:31])[N:25]=[CH:24][N:23]=1. Product: [Cl:21][C:22]1[C:27]([C:28]([O:8][C:6]2[CH:5]=[C:4]([NH:9][S:10]([CH3:13])(=[O:12])=[O:11])[CH:3]=[C:2]([OH:1])[CH:7]=2)=[O:29])=[C:26]([Cl:31])[N:25]=[CH:24][N:23]=1. The catalyst class is: 217. (2) Reactant: [CH2:1]([N:3]1[C:11]([C:12]2[CH:13]=[N:14][C:15]([CH3:18])=[N:16][CH:17]=2)=[N:10][C:9]2[C:4]1=[N:5][CH:6]=[N:7][C:8]=2[NH:19][C@H:20]1[CH2:24][CH2:23][N:22](C(OC(C)(C)C)=O)[C@@H:21]1[CH3:32])[CH3:2].[ClH:33].O1CCOCC1. Product: [ClH:33].[CH2:1]([N:3]1[C:11]([C:12]2[CH:17]=[N:16][C:15]([CH3:18])=[N:14][CH:13]=2)=[N:10][C:9]2[C:4]1=[N:5][CH:6]=[N:7][C:8]=2[NH:19][C@H:20]1[CH2:24][CH2:23][NH:22][C@@H:21]1[CH3:32])[CH3:2]. The catalyst class is: 4. (3) Reactant: [C:1]1([CH:7]([CH2:12][C:13](O)=[O:14])[CH2:8][C:9](O)=[O:10])[CH:6]=[CH:5][CH:4]=[CH:3][CH:2]=1. Product: [C:1]1([CH:7]([CH2:8][CH2:9][OH:10])[CH2:12][CH2:13][OH:14])[CH:6]=[CH:5][CH:4]=[CH:3][CH:2]=1. The catalyst class is: 7.